Predict the reactants needed to synthesize the given product. From a dataset of Full USPTO retrosynthesis dataset with 1.9M reactions from patents (1976-2016). (1) Given the product [O:1]=[C:2]1[N:6]([C:19]([O:21][C:22]([CH3:25])([CH3:24])[CH3:23])=[O:20])[C:5]2[C:7]([C:15]([F:18])([F:16])[F:17])=[CH:8][CH:9]=[C:10]([C:11]([O:13][CH3:14])=[O:12])[C:4]=2[NH:3]1, predict the reactants needed to synthesize it. The reactants are: [O:1]=[C:2]1[NH:6][C:5]2[C:7]([C:15]([F:18])([F:17])[F:16])=[CH:8][CH:9]=[C:10]([C:11]([O:13][CH3:14])=[O:12])[C:4]=2[NH:3]1.[C:19](O[C:19]([O:21][C:22]([CH3:25])([CH3:24])[CH3:23])=[O:20])([O:21][C:22]([CH3:25])([CH3:24])[CH3:23])=[O:20].[H-].[Na+].Cl. (2) The reactants are: [CH3:1][CH2:2][CH2:3][CH2:4][NH:5][C:6]1[CH:7]=[C:8]([C:23]([OH:25])=[O:24])[CH:9]=[C:10]([S:19]([NH2:22])(=[O:21])=[O:20])[C:11]=1[O:12][C:13]1[CH:14]=[CH:15][CH:16]=[CH:17][CH:18]=1.[CH2:26]([N:28]([CH2:31]C)[CH2:29]C)[CH3:27].[I-].[Na+].CN(C)C=[O:38]. Given the product [NH2:22][S:19]([C:10]1[CH:9]=[C:8]([CH:7]=[C:6]([NH:5][CH2:4][CH2:3][CH2:2][CH3:1])[C:11]=1[O:12][C:13]1[CH:18]=[CH:17][CH:16]=[CH:15][CH:14]=1)[C:23]([O:25][CH2:27][C:26]([N:28]([CH3:31])[CH3:29])=[O:38])=[O:24])(=[O:21])=[O:20], predict the reactants needed to synthesize it. (3) Given the product [CH2:28]([N:30]1[CH2:31][CH2:32][N:33]([CH2:36][C:37]2[CH:38]=[CH:39][C:40]([NH:43][C:4]([C:6]3[C:7]4[N:8]=[CH:9][CH:10]=[N:11][C:12]=4[C:13]([C:16]4[C:21]([F:22])=[C:20]([O:23][CH3:24])[CH:19]=[C:18]([O:25][CH3:26])[C:17]=4[Cl:27])=[CH:14][CH:15]=3)=[O:3])=[N:41][CH:42]=2)[CH2:34][CH2:35]1)[CH3:29], predict the reactants needed to synthesize it. The reactants are: C([O:3][C:4]([C:6]1[C:7]2[N:8]=[CH:9][CH:10]=[N:11][C:12]=2[C:13]([C:16]2[C:21]([F:22])=[C:20]([O:23][CH3:24])[CH:19]=[C:18]([O:25][CH3:26])[C:17]=2[Cl:27])=[CH:14][CH:15]=1)=O)C.[CH2:28]([N:30]1[CH2:35][CH2:34][N:33]([CH2:36][C:37]2[CH:38]=[CH:39][C:40]([NH2:43])=[N:41][CH:42]=2)[CH2:32][CH2:31]1)[CH3:29].C[Al](C)C.C([O-])(O)=O.[Na+].